Dataset: Full USPTO retrosynthesis dataset with 1.9M reactions from patents (1976-2016). Task: Predict the reactants needed to synthesize the given product. (1) The reactants are: [CH2:1]([O:3][C:4]1[CH:5]=[C:6]([C@H:11]([N:17]2[C:25](=[O:26])[C:24]3[C:19](=[CH:20][CH:21]=[CH:22][C:23]=3[NH:27][C:28]([CH:30]3[CH2:32][CH2:31]3)=[O:29])[CH2:18]2)[CH2:12][S:13]([CH3:16])(=[O:15])=[O:14])[CH:7]=[CH:8][C:9]=1[OH:10])[CH3:2].[CH2:33]([O:40][C:41]([CH:43]1[CH:48]([O:49][C:50](=[O:52])[CH3:51])[CH:47]([O:53][C:54](=[O:56])[CH3:55])[CH:46]([O:57][C:58](=[O:60])[CH3:59])[CH:45](OC(=N)C(Cl)(Cl)Cl)[O:44]1)=[O:42])[C:34]1[CH:39]=[CH:38][CH:37]=[CH:36][CH:35]=1.B(F)(F)F.CCOCC. Given the product [C:50]([O:49][C@H:48]1[C@H:47]([O:53][C:54](=[O:56])[CH3:55])[C@@H:46]([O:57][C:58](=[O:60])[CH3:59])[C@H:45]([O:10][C:9]2[CH:8]=[CH:7][C:6]([C@H:11]([N:17]3[CH2:18][C:19]4[C:24](=[C:23]([NH:27][C:28]([CH:30]5[CH2:31][CH2:32]5)=[O:29])[CH:22]=[CH:21][CH:20]=4)[C:25]3=[O:26])[CH2:12][S:13]([CH3:16])(=[O:15])=[O:14])=[CH:5][C:4]=2[O:3][CH2:1][CH3:2])[O:44][C@@H:43]1[C:41]([O:40][CH2:33][C:34]1[CH:39]=[CH:38][CH:37]=[CH:36][CH:35]=1)=[O:42])(=[O:52])[CH3:51], predict the reactants needed to synthesize it. (2) The reactants are: Br[C:2]1[CH:3]=[CH:4][C:5]([CH2:19][CH3:20])=[C:6]([CH:8]2[C:14](=[O:15])[CH:13]3[CH2:16][CH2:17][CH:10]([CH:11]=[CH:12]3)[C:9]2=[O:18])[CH:7]=1.[Cl:21][C:22]1[CH:27]=[CH:26][C:25](B(O)O)=[C:24]([F:31])[CH:23]=1.[F-].[Cs+]. Given the product [Cl:21][C:22]1[CH:27]=[CH:26][C:25]([C:2]2[CH:3]=[CH:4][C:5]([CH2:19][CH3:20])=[C:6]([CH:8]3[C:14](=[O:15])[CH:13]4[CH2:16][CH2:17][CH:10]([CH:11]=[CH:12]4)[C:9]3=[O:18])[CH:7]=2)=[C:24]([F:31])[CH:23]=1, predict the reactants needed to synthesize it. (3) Given the product [CH:16]([N:13]1[CH:12]=[N:11][C:10]2[C:14]1=[N:15][C:7]([N:4]1[CH2:5][CH2:6][C@H:2]([NH:1][C:42](=[O:45])[CH:43]=[CH2:44])[CH2:3]1)=[N:8][C:9]=2[NH:19][C:20]1[CH:21]=[CH:22][C:23]([N:26]2[CH2:31][CH2:30][N:29]([CH3:32])[CH2:28][CH2:27]2)=[CH:24][CH:25]=1)([CH3:18])[CH3:17], predict the reactants needed to synthesize it. The reactants are: [NH2:1][C@H:2]1[CH2:6][CH2:5][N:4]([C:7]2[N:15]=[C:14]3[C:10]([N:11]=[CH:12][N:13]3[CH:16]([CH3:18])[CH3:17])=[C:9]([NH:19][C:20]3[CH:25]=[CH:24][C:23]([N:26]4[CH2:31][CH2:30][N:29]([CH3:32])[CH2:28][CH2:27]4)=[CH:22][CH:21]=3)[N:8]=2)[CH2:3]1.CCN(C(C)C)C(C)C.[C:42](O)(=[O:45])[CH:43]=[CH2:44].CCCP(=O)=O.C([O-])([O-])=O.[Na+].[Na+]. (4) The reactants are: [Cl:1][C:2]1[CH:3]=[C:4]([CH:19]=[CH:20][C:21]=1[Cl:22])[O:5][C:6]1[C:7](=[O:18])[NH:8][C:9](SC)=[N:10][C:11]=1[C:12]([F:15])([F:14])[F:13].O[O:24][S:25]([O-:27])=O.[K+].P(O)([O-])([O-])=O.[K+].[K+].O.O1CCOC[CH2:38]1. Given the product [Cl:1][C:2]1[CH:3]=[C:4]([CH:19]=[CH:20][C:21]=1[Cl:22])[O:5][C:6]1[C:7](=[O:18])[NH:8][C:9]([S:25]([CH3:38])(=[O:27])=[O:24])=[N:10][C:11]=1[C:12]([F:14])([F:13])[F:15], predict the reactants needed to synthesize it. (5) The reactants are: [Cl:1][C:2]1[NH:10][C:9]([NH2:11])=[N:8][C:7]2[C:3]=1[N:4]=[CH:5][N:6]=2.[C:12](O[C:12]([O:14][C:15]([CH3:18])([CH3:17])[CH3:16])=[O:13])([O:14][C:15]([CH3:18])([CH3:17])[CH3:16])=[O:13]. Given the product [NH2:11][C:9]1[N:8]=[C:7]2[C:3]([N:4]=[CH:5][N:6]2[C:12]([O:14][C:15]([CH3:18])([CH3:17])[CH3:16])=[O:13])=[C:2]([Cl:1])[N:10]=1, predict the reactants needed to synthesize it.